Dataset: Reaction yield outcomes from USPTO patents with 853,638 reactions. Task: Predict the reaction yield, written as a fraction of the theoretical maximum amount of product (1.0 means a 100% yield; for example, 0.34 means a 34% yield). (1) The reactants are [CH3:1][O:2][C:3]1[CH:4]=[C:5]([CH:28]=[C:29]([O:32][CH3:33])[C:30]=1[CH3:31])[C:6]([NH:8][CH2:9][C:10]1[CH:24]=[CH:23][C:13]([CH2:14][NH:15][C:16](=[O:22])[O:17][C:18]([CH3:21])([CH3:20])[CH3:19])=[CH:12][C:11]=1[N+:25]([O-])=O)=[O:7]. The catalyst is C(O)C.[Pd]. The product is [NH2:25][C:11]1[CH:12]=[C:13]([CH:23]=[CH:24][C:10]=1[CH2:9][NH:8][C:6](=[O:7])[C:5]1[CH:28]=[C:29]([O:32][CH3:33])[C:30]([CH3:31])=[C:3]([O:2][CH3:1])[CH:4]=1)[CH2:14][NH:15][C:16](=[O:22])[O:17][C:18]([CH3:20])([CH3:19])[CH3:21]. The yield is 1.00. (2) The reactants are Br[C:2]1[CH:27]=[CH:26][C:5]2[N:6]=[C:7]([C:9]3[N:13](COCC[Si](C)(C)C)[C:12]4[CH:22]=[CH:23][CH:24]=[CH:25][C:11]=4[N:10]=3)[O:8][C:4]=2[CH:3]=1.[CH2:28]([N:35]1[CH:39]=[C:38](B2OC(C)(C)C(C)(C)O2)[CH:37]=[N:36]1)[C:29]1[CH:34]=[CH:33][CH:32]=[CH:31][CH:30]=1.C(O)CCC.[F-].[Cs+]. The catalyst is O.CC(P(C(C)(C)C)C1C=CC(N(C)C)=CC=1)(C)C.CC(P(C(C)(C)C)C1C=CC(N(C)C)=CC=1)(C)C.Cl[Pd]Cl. The product is [NH:13]1[C:12]2[CH:22]=[CH:23][CH:24]=[CH:25][C:11]=2[N:10]=[C:9]1[C:7]1[O:8][C:4]2[CH:3]=[C:2]([C:38]3[CH:37]=[N:36][N:35]([CH2:28][C:29]4[CH:34]=[CH:33][CH:32]=[CH:31][CH:30]=4)[CH:39]=3)[CH:27]=[CH:26][C:5]=2[N:6]=1. The yield is 0.560. (3) The reactants are [P:1]([O:8][CH2:9][CH3:10])([O:5][CH2:6][CH3:7])[O:2]CC.ClC[C:13]1[C:22]2[C:17](=[CH:18]C=C[CH:21]=2)[CH:16]=[CH:15][CH:14]=1.[CH2:23](Cl)C. No catalyst specified. The product is [CH3:23][P:1](=[O:2])([O:5][C:6]1[C:7]2[C:14](=[CH:15][CH:16]=[CH:17][CH:18]=2)[CH:13]=[CH:22][CH:21]=1)[O:8][CH2:9][CH3:10]. The yield is 0.750. (4) The reactants are Br[C:2]1[CH:7]=[CH:6][C:5]([C:8](=[C:16]2[CH2:21][CH2:20][CH2:19][CH2:18][CH2:17]2)[C:9]2[CH:14]=[CH:13][C:12]([OH:15])=[CH:11][CH:10]=2)=[C:4]([Cl:22])[CH:3]=1.[C:23]([O:27][C:28]([CH3:31])([CH3:30])[CH3:29])(=[O:26])[CH:24]=[CH2:25].CC1C=CC=CC=1P(C1C=CC=CC=1C)C1C=CC=CC=1C.CCN(CC)CC. The catalyst is CC([O-])=O.CC([O-])=O.[Pd+2].O. The product is [Cl:22][C:4]1[CH:3]=[C:2](/[CH:25]=[CH:24]/[C:23]([O:27][C:28]([CH3:31])([CH3:30])[CH3:29])=[O:26])[CH:7]=[CH:6][C:5]=1[C:8](=[C:16]1[CH2:21][CH2:20][CH2:19][CH2:18][CH2:17]1)[C:9]1[CH:14]=[CH:13][C:12]([OH:15])=[CH:11][CH:10]=1. The yield is 0.600.